Dataset: Forward reaction prediction with 1.9M reactions from USPTO patents (1976-2016). Task: Predict the product of the given reaction. Given the reactants [Cl:1][C:2]1[CH:7]=[CH:6][C:5]([C:8]2[C:13]([O:14][CH2:15][C:16]([F:19])([F:18])[F:17])=[CH:12][N:11]=[C:10]([C:20]([OH:22])=O)[CH:9]=2)=[CH:4][CH:3]=1.Cl.[F:24][C:25]([F:34])([F:33])[C:26]1[O:30][N:29]=[C:28]([CH2:31][NH2:32])[CH:27]=1, predict the reaction product. The product is: [Cl:1][C:2]1[CH:3]=[CH:4][C:5]([C:8]2[C:13]([O:14][CH2:15][C:16]([F:18])([F:19])[F:17])=[CH:12][N:11]=[C:10]([C:20]([NH:32][CH2:31][C:28]3[CH:27]=[C:26]([C:25]([F:34])([F:33])[F:24])[O:30][N:29]=3)=[O:22])[CH:9]=2)=[CH:6][CH:7]=1.